From a dataset of Full USPTO retrosynthesis dataset with 1.9M reactions from patents (1976-2016). Predict the reactants needed to synthesize the given product. (1) Given the product [CH3:1][C:2]1[CH:3]=[C:4]([C:7]2[CH:11]=[CH:10][N:9]([CH2:14][CH2:15][CH3:16])[N:8]=2)[S:5][CH:6]=1.[CH3:1][C:2]1[CH:3]=[C:4]([C:7]2[N:8]([CH2:14][CH2:15][CH3:16])[N:9]=[CH:10][CH:11]=2)[S:5][CH:6]=1, predict the reactants needed to synthesize it. The reactants are: [CH3:1][C:2]1[CH:3]=[C:4]([C:7]2[CH:11]=[CH:10][NH:9][N:8]=2)[S:5][CH:6]=1.[H-].[Na+].[CH2:14](I)[CH2:15][CH3:16].O. (2) Given the product [CH2:18]([C:20]1[CH:25]=[CH:24][C:23]([S:26][C:7]2[C:6]([C:16]#[N:17])=[C:5]([OH:4])[C:10]([O:11][CH3:12])=[CH:9][C:8]=2[C:13]#[N:14])=[CH:22][CH:21]=1)[CH3:19], predict the reactants needed to synthesize it. The reactants are: C([O:4][C:5]1[C:10]([O:11][CH3:12])=[CH:9][C:8]([C:13]#[N:14])=[C:7](Br)[C:6]=1[C:16]#[N:17])(=O)C.[CH2:18]([C:20]1[CH:25]=[CH:24][C:23]([SH:26])=[CH:22][CH:21]=1)[CH3:19]. (3) Given the product [F:1][C:2]1[CH:7]=[C:6]([CH3:8])[C:5]([S:9]([CH2:10][C:11]([F:12])([F:14])[F:13])=[O:41])=[CH:4][C:3]=1[N:15]1[C:19]([O:20][CH3:21])=[CH:18][C:17]([O:22][C:23]([F:31])([F:32])[CH:24]([F:30])[O:25][C:26]([F:28])([F:29])[F:27])=[N:16]1, predict the reactants needed to synthesize it. The reactants are: [F:1][C:2]1[CH:7]=[C:6]([CH3:8])[C:5]([S:9][CH2:10][C:11]([F:14])([F:13])[F:12])=[CH:4][C:3]=1[N:15]1[C:19]([O:20][CH3:21])=[CH:18][C:17]([O:22][C:23]([F:32])([F:31])[CH:24]([F:30])[O:25][C:26]([F:29])([F:28])[F:27])=[N:16]1.ClC1C=CC=C(C(OO)=[O:41])C=1. (4) Given the product [CH:15]([C:14]1[C:9]2[O:8][C:7]([CH3:19])([CH3:18])[C:6](=[O:20])[N:5]([CH2:4][C:3]([OH:21])=[O:2])[C:10]=2[CH:11]=[CH:12][CH:13]=1)([CH3:17])[CH3:16], predict the reactants needed to synthesize it. The reactants are: C[O:2][C:3](=[O:21])[CH2:4][N:5]1[C:10]2[CH:11]=[CH:12][CH:13]=[C:14]([CH:15]([CH3:17])[CH3:16])[C:9]=2[O:8][C:7]([CH3:19])([CH3:18])[C:6]1=[O:20].[OH-].[Na+]. (5) The reactants are: [CH3:1][O:2][C:3]([C:5]1[N:13]=[C:12]2[C:8]([N:9]=[CH:10][NH:11]2)=[C:7]([NH:14][C@H:15]([CH2:23][OH:24])[CH2:16][C:17]2[CH:22]=[CH:21][CH:20]=[CH:19][CH:18]=2)[N:6]=1)=[O:4].[H-].[Na+].[OH:27][C@@H:28]1[CH2:32][CH2:31][C@H:30](OC(=O)C)[CH2:29]1.C1(P(C2C=CC=CC=2)C2C=CC=CC=2)C=CC=CC=1. Given the product [CH3:1][O:2][C:3]([C:5]1[N:13]=[C:12]2[C:8]([N:9]=[CH:10][N:11]2[C@@H:31]2[CH2:32][C@H:28]([OH:27])[CH:29]=[CH:30]2)=[C:7]([NH:14][C@H:15]([CH2:23][OH:24])[CH2:16][C:17]2[CH:22]=[CH:21][CH:20]=[CH:19][CH:18]=2)[N:6]=1)=[O:4], predict the reactants needed to synthesize it. (6) Given the product [F:1][C:2]([F:12])([C:3]1[CH:4]=[C:5]([NH2:6])[N:19]([C:16]2[CH:17]=[CH:18][C:13]([CH3:21])=[CH:14][CH:15]=2)[N:20]=1)[C:8]([F:9])([F:11])[F:10], predict the reactants needed to synthesize it. The reactants are: [F:1][C:2]([F:12])([C:8]([F:11])([F:10])[F:9])[C:3](=O)[CH2:4][C:5]#[N:6].[C:13]1([CH3:21])[CH:18]=[CH:17][C:16]([NH:19][NH2:20])=[CH:15][CH:14]=1. (7) Given the product [CH3:26][C:23]1([CH3:25])[C:22]([CH3:27])([CH3:28])[O:21][B:20]([C:15]2[CH:14]=[C:19]([CH:18]=[CH:17][CH:16]=2)[CH2:63][O:64][C:65]([NH:67][CH2:68][CH2:69][C:70]([O:72][C:73]([CH3:76])([CH3:75])[CH3:74])=[O:71])=[O:66])[O:24]1, predict the reactants needed to synthesize it. The reactants are: CC1C(C)=CC=CC=1OCCCC(N1[C:19]2[C:14](=[C:15]([B:20]3[O:24][C:23]([CH3:26])([CH3:25])[C:22]([CH3:28])([CH3:27])[O:21]3)[CH:16]=[CH:17][CH:18]=2)CCC1)=O.BrC1C=CC=C2C=1CCCN2C(=O)CCCOC1C=CC=C(C)C=1C.BrC1C=C(C=CC=1)[CH2:63][O:64][C:65]([NH:67][CH2:68][CH2:69][C:70]([O:72][C:73]([CH3:76])([CH3:75])[CH3:74])=[O:71])=[O:66]. (8) Given the product [CH2:1]([O:8][C:9]1[CH:10]=[CH:11][C:12]([CH2:15][CH:16]([N:20]2[C:21](=[O:30])[C:22]3[C:27](=[CH:26][CH:25]=[CH:24][CH:23]=3)[C:28]2=[O:29])[C:17]([NH:53][CH2:54][C:55](=[O:57])[CH3:56])=[O:19])=[CH:13][CH:14]=1)[C:2]1[CH:7]=[CH:6][CH:5]=[CH:4][CH:3]=1, predict the reactants needed to synthesize it. The reactants are: [CH2:1]([O:8][C:9]1[CH:14]=[CH:13][C:12]([CH2:15][CH:16]([N:20]2[C:28](=[O:29])[C:27]3[C:22](=[CH:23][CH:24]=[CH:25][CH:26]=3)[C:21]2=[O:30])[C:17]([OH:19])=O)=[CH:11][CH:10]=1)[C:2]1[CH:7]=[CH:6][CH:5]=[CH:4][CH:3]=1.C1C=CC2N(O)N=NC=2C=1.CCN=C=NCCCN(C)C.Cl.[NH2:53][CH2:54][C:55](=[O:57])[CH3:56].CCN(CC)CC. (9) The reactants are: Cl[CH2:2][C:3]1[C:11]2[C:6](=[CH:7][CH:8]=[CH:9][CH:10]=2)[N:5]([CH3:12])[N:4]=1.C([O-])([O-])=O.[K+].[K+].[F:19][C:20]1[CH:48]=[CH:47][CH:46]=[C:45]([F:49])[C:21]=1[CH2:22][N:23]1[C:28]2[CH:29]=[CH:30][CH:31]=[CH:32][C:27]=2[S:26](=[O:34])(=[O:33])[N:25](CCC2C(C)=NOC=2C)[C:24]1=[O:44]. Given the product [F:19][C:20]1[CH:48]=[CH:47][CH:46]=[C:45]([F:49])[C:21]=1[CH2:22][N:23]1[C:28]2[CH:29]=[CH:30][CH:31]=[CH:32][C:27]=2[S:26](=[O:34])(=[O:33])[N:25]([CH2:2][C:3]2[C:11]3[C:6](=[CH:7][CH:8]=[CH:9][CH:10]=3)[N:5]([CH3:12])[N:4]=2)[C:24]1=[O:44], predict the reactants needed to synthesize it.